This data is from Forward reaction prediction with 1.9M reactions from USPTO patents (1976-2016). The task is: Predict the product of the given reaction. (1) Given the reactants [Cl:1][C:2]1[CH:3]=[C:4]([CH:9]([N:27]2[CH2:32][CH2:31][N:30](C(OC(C)(C)C)=O)[CH2:29][CH2:28]2)[CH2:10][O:11][CH2:12][C:13]2[C:22]3[C:17](=[CH:18][CH:19]=[CH:20][CH:21]=3)[CH:16]=[C:15]([C:23]#[N:24])[C:14]=2[O:25][CH3:26])[CH:5]=[CH:6][C:7]=1[F:8].C(O)(C(F)(F)F)=O, predict the reaction product. The product is: [Cl:1][C:2]1[CH:3]=[C:4]([CH:9]([N:27]2[CH2:28][CH2:29][NH:30][CH2:31][CH2:32]2)[CH2:10][O:11][CH2:12][C:13]2[C:22]3[C:17](=[CH:18][CH:19]=[CH:20][CH:21]=3)[CH:16]=[C:15]([C:23]#[N:24])[C:14]=2[O:25][CH3:26])[CH:5]=[CH:6][C:7]=1[F:8]. (2) Given the reactants [CH2:1]([NH:8][S:9]([CH2:12][C:13]1[CH:28]=[CH:27][C:16]([CH2:17][C:18]2[CH:23]=[CH:22][C:21]([N+:24]([O-])=O)=[CH:20][CH:19]=2)=[CH:15][CH:14]=1)(=[O:11])=[O:10])[C:2]1[CH:7]=[CH:6][CH:5]=[CH:4][CH:3]=1, predict the reaction product. The product is: [CH2:1]([NH:8][S:9]([CH2:12][C:13]1[CH:14]=[CH:15][C:16]([CH2:17][C:18]2[CH:19]=[CH:20][C:21]([NH2:24])=[CH:22][CH:23]=2)=[CH:27][CH:28]=1)(=[O:11])=[O:10])[C:2]1[CH:3]=[CH:4][CH:5]=[CH:6][CH:7]=1. (3) Given the reactants [F:1][C:2]1[CH:3]=[C:4]([CH:16]=[CH:17][CH:18]=1)[O:5][C:6]1[CH:13]=[CH:12][C:11]([CH2:14][OH:15])=[CH:10][C:7]=1[C:8]#[N:9].Cl[C:20]1[CH:30]=[C:24]2[N:25]([CH3:29])[CH2:26][CH2:27][CH2:28][N:23]2[C:22](=[O:31])[N:21]=1, predict the reaction product. The product is: [F:1][C:2]1[CH:3]=[C:4]([CH:16]=[CH:17][CH:18]=1)[O:5][C:6]1[CH:13]=[CH:12][C:11]([CH2:14][O:15][C:20]2[CH:30]=[C:24]3[N:25]([CH3:29])[CH2:26][CH2:27][CH2:28][N:23]3[C:22](=[O:31])[N:21]=2)=[CH:10][C:7]=1[C:8]#[N:9]. (4) Given the reactants [N:1]1[C:5]2=[CH:6][CH:7]=[C:8]([C:10]([OH:12])=O)[CH2:9][C:4]2=[N:3][N:2]=1.[F:13][C:14]1[CH:19]=[CH:18][C:17]([CH:20]([C:24]2[CH:29]=[CH:28][C:27]([F:30])=[CH:26][CH:25]=2)[CH2:21][CH2:22][NH2:23])=[CH:16][CH:15]=1, predict the reaction product. The product is: [F:13][C:14]1[CH:19]=[CH:18][C:17]([CH:20]([C:24]2[CH:25]=[CH:26][C:27]([F:30])=[CH:28][CH:29]=2)[CH2:21][CH2:22][NH:23][C:10]([C:8]2[CH:7]=[CH:6][C:5]3[N:1]=[N:2][NH:3][C:4]=3[CH:9]=2)=[O:12])=[CH:16][CH:15]=1. (5) Given the reactants [H-].[Al+3].[Li+].[H-].[H-].[H-].[C:7]1([CH2:17][C:18](O)=[O:19])[CH:12]=[CH:11][CH:10]=[C:9]([CH2:13][C:14](O)=[O:15])[CH:8]=1, predict the reaction product. The product is: [C:9]1([CH2:13][CH2:14][OH:15])[CH:10]=[CH:11][CH:12]=[C:7]([CH2:17][CH2:18][OH:19])[CH:8]=1. (6) Given the reactants [C:1]([C:3]1[CH:4]=[C:5]([N:10]2[CH:15]=[CH:14][C:13](=[O:16])[C:12]([C:17]([O:19]CC3C=CC=CC=3)=[O:18])=[N:11]2)[CH:6]=[C:7]([F:9])[CH:8]=1)#[N:2].C(C1C=C(N2C=CC(=O)C(C(OC)=O)=N2)C=C(F)C=1)#N.[I-].[Na+], predict the reaction product. The product is: [C:1]([C:3]1[CH:4]=[C:5]([N:10]2[CH:15]=[CH:14][C:13](=[O:16])[C:12]([C:17]([OH:19])=[O:18])=[N:11]2)[CH:6]=[C:7]([F:9])[CH:8]=1)#[N:2]. (7) Given the reactants [CH3:1][C:2]1[N:3]([CH2:29][C:30]([O:32]CC)=[O:31])[C:4]2[CH2:5][C:6]([CH3:28])([CH3:27])[CH2:7][C:8](=[O:26])[C:9]=2[C:10]=1[CH2:11][C:12]1[CH:17]=[CH:16][CH:15]=[CH:14][C:13]=1[S:18]([N:21]1[CH2:25][CH2:24][CH2:23][CH2:22]1)(=[O:20])=[O:19].[OH:35]C(C1C=CC=CC=1S(N1CCCC1)(=O)=O)C1C2C(=O)CC(C)(C)CC=2NC=1C, predict the reaction product. The product is: [OH:35][CH:11]([C:12]1[CH:17]=[CH:16][CH:15]=[CH:14][C:13]=1[S:18]([N:21]1[CH2:22][CH2:23][CH2:24][CH2:25]1)(=[O:20])=[O:19])[C:10]1[C:9]2[C:8](=[O:26])[CH2:7][C:6]([CH3:27])([CH3:28])[CH2:5][C:4]=2[N:3]([CH2:29][C:30]([OH:32])=[O:31])[C:2]=1[CH3:1]. (8) The product is: [C:25]([N:9]1[C:7]2[N:8]=[C:3]([N:2]([CH3:17])[CH3:1])[N:4]=[C:5]([C:12]3[O:13][CH:14]=[CH:15][CH:16]=3)[C:6]=2[CH:11]=[CH:10]1)(=[O:32])[C:26]1[CH:31]=[CH:30][CH:29]=[CH:28][CH:27]=1. Given the reactants [CH3:1][N:2]([CH3:17])[C:3]1[NH:8][C:7]2=[N:9][CH:10]=[CH:11][C:6]2=[C:5]([C:12]2[O:13][CH:14]=[CH:15][CH:16]=2)[N:4]=1.CCN(CC)CC.[C:25](Cl)(=[O:32])[C:26]1[CH:31]=[CH:30][CH:29]=[CH:28][CH:27]=1, predict the reaction product. (9) Given the reactants [Br:1][C:2]1[C:3]([O:18][CH3:19])=[C:4]([C:9]([CH2:12][S:13]([CH:16]=[CH2:17])(=[O:15])=[O:14])=[CH:10][CH:11]=1)[C:5]([O:7][CH3:8])=[O:6].C1CCC=CC=1.[C:26]1([CH3:32])[CH:31]=[CH:30]C=[CH:28][CH:27]=1, predict the reaction product. The product is: [CH:17]12[CH2:30][CH2:31][CH:26]([CH:27]=[CH:28]1)[CH2:32][CH:16]2[S:13]([CH2:12][C:9]1[C:4]([C:5]([O:7][CH3:8])=[O:6])=[C:3]([O:18][CH3:19])[C:2]([Br:1])=[CH:11][CH:10]=1)(=[O:15])=[O:14]. (10) Given the reactants S(Cl)(Cl)=O.Cl.[S:6]1[C:14]2[CH2:13][CH2:12][NH:11][CH2:10][C:9]=2[CH:8]=[C:7]1[C:15]([OH:17])=[O:16].[CH2:18](N(CC)CC)C.[CH3:25][C:26]([O:29][C:30](O[C:30]([O:29][C:26]([CH3:28])([CH3:27])[CH3:25])=[O:31])=[O:31])([CH3:28])[CH3:27], predict the reaction product. The product is: [S:6]1[C:14]2[CH2:13][CH2:12][N:11]([C:30]([O:29][C:26]([CH3:28])([CH3:27])[CH3:25])=[O:31])[CH2:10][C:9]=2[CH:8]=[C:7]1[C:15]([O:17][CH3:18])=[O:16].